Dataset: NCI-60 drug combinations with 297,098 pairs across 59 cell lines. Task: Regression. Given two drug SMILES strings and cell line genomic features, predict the synergy score measuring deviation from expected non-interaction effect. (1) Drug 1: C1=C(C(=O)NC(=O)N1)N(CCCl)CCCl. Drug 2: COCCOC1=C(C=C2C(=C1)C(=NC=N2)NC3=CC=CC(=C3)C#C)OCCOC.Cl. Cell line: OVCAR-5. Synergy scores: CSS=21.1, Synergy_ZIP=-7.51, Synergy_Bliss=0.544, Synergy_Loewe=-0.332, Synergy_HSA=2.23. (2) Cell line: HT29. Drug 1: CC1=C(C=C(C=C1)NC(=O)C2=CC=C(C=C2)CN3CCN(CC3)C)NC4=NC=CC(=N4)C5=CN=CC=C5. Drug 2: CC1=C2C(C(=O)C3(C(CC4C(C3C(C(C2(C)C)(CC1OC(=O)C(C(C5=CC=CC=C5)NC(=O)OC(C)(C)C)O)O)OC(=O)C6=CC=CC=C6)(CO4)OC(=O)C)O)C)O. Synergy scores: CSS=39.6, Synergy_ZIP=25.9, Synergy_Bliss=28.3, Synergy_Loewe=21.7, Synergy_HSA=22.4. (3) Drug 1: CC(C1=C(C=CC(=C1Cl)F)Cl)OC2=C(N=CC(=C2)C3=CN(N=C3)C4CCNCC4)N. Drug 2: COCCOC1=C(C=C2C(=C1)C(=NC=N2)NC3=CC=CC(=C3)C#C)OCCOC.Cl. Cell line: HT29. Synergy scores: CSS=6.52, Synergy_ZIP=-0.339, Synergy_Bliss=3.48, Synergy_Loewe=-3.24, Synergy_HSA=0.244.